This data is from Full USPTO retrosynthesis dataset with 1.9M reactions from patents (1976-2016). The task is: Predict the reactants needed to synthesize the given product. (1) The reactants are: [CH3:1][C:2]1([CH3:14])[C:6]([CH3:8])([CH3:7])[O:5][B:4]([C:9]2[CH:10]=[N:11][NH:12][CH:13]=2)[O:3]1.[C:15]([O:19][C:20]([N:22]1[CH2:26][CH2:25][C@H:24](OS(C)(=O)=O)[CH2:23]1)=[O:21])([CH3:18])([CH3:17])[CH3:16].C([O-])([O-])=O.[Cs+].[Cs+]. Given the product [C:15]([O:19][C:20]([N:22]1[CH2:26][CH2:25][C@@H:24]([N:12]2[CH:13]=[C:9]([B:4]3[O:5][C:6]([CH3:7])([CH3:8])[C:2]([CH3:14])([CH3:1])[O:3]3)[CH:10]=[N:11]2)[CH2:23]1)=[O:21])([CH3:18])([CH3:16])[CH3:17], predict the reactants needed to synthesize it. (2) Given the product [ClH:35].[F:34][CH:2]([F:1])[O:3][C:4]1[CH:5]=[CH:6][C:7]([C:10]2[C:15]([F:16])=[CH:14][N:13]=[C:12]([CH2:17][NH:18][C:19]([C@@H:21]3[CH2:25][C@@H:24]([F:26])[CH2:23][NH:22]3)=[O:20])[CH:11]=2)=[CH:8][CH:9]=1, predict the reactants needed to synthesize it. The reactants are: [F:1][CH:2]([F:34])[O:3][C:4]1[CH:9]=[CH:8][C:7]([C:10]2[C:15]([F:16])=[CH:14][N:13]=[C:12]([CH2:17][NH:18][C:19]([C@@H:21]3[CH2:25][C@@H:24]([F:26])[CH2:23][N:22]3C(OC(C)(C)C)=O)=[O:20])[CH:11]=2)=[CH:6][CH:5]=1.[ClH:35].